Dataset: Full USPTO retrosynthesis dataset with 1.9M reactions from patents (1976-2016). Task: Predict the reactants needed to synthesize the given product. (1) Given the product [OH:42][C:29]([C:30]1[CH:31]=[CH:32][CH:33]=[CH:34][CH:35]=1)([C:26]1[CH:25]=[CH:24][CH:23]=[CH:28][CH:27]=1)[CH:36]1[CH2:41][CH2:40][N:39]([CH2:2][CH2:3][CH2:4][C:5]([C:10]2[CH:15]=[CH:14][C:13]([C:16]([CH3:22])([CH3:21])[C:17]([O:19][CH3:20])=[O:18])=[CH:12][CH:11]=2)([O:8][CH3:9])[O:6][CH3:7])[CH2:38][CH2:37]1, predict the reactants needed to synthesize it. The reactants are: Br[CH2:2][CH2:3][CH2:4][C:5]([C:10]1[CH:15]=[CH:14][C:13]([C:16]([CH3:22])([CH3:21])[C:17]([O:19][CH3:20])=[O:18])=[CH:12][CH:11]=1)([O:8][CH3:9])[O:6][CH3:7].[CH:23]1[CH:24]=[CH:25][C:26]([C:29]([OH:42])([CH:36]2[CH2:41][CH2:40][NH:39][CH2:38][CH2:37]2)[C:30]2[CH:31]=[CH:32][CH:33]=[CH:34][CH:35]=2)=[CH:27][CH:28]=1.C(=O)(O)[O-].[Na+].[I-].[K+]. (2) Given the product [CH3:12][C:2]1([CH3:13])[C:3](=[O:21])[CH:4]=[C:5]([C:7]2[N:8]=[CH:9][S:10][CH:11]=2)[O:6]1, predict the reactants needed to synthesize it. The reactants are: O[C:2]([CH3:13])([CH3:12])[C:3]#[C:4][C:5]([C:7]1[N:8]=[CH:9][S:10][CH:11]=1)=[O:6].C(NCC)C.C([OH:21])C. (3) Given the product [CH3:1][C:2]1[CH:11]=[CH:10][C:9]2[C:4](=[CH:5][CH:6]=[CH:7][C:8]=2[NH:12][CH:13]([C:26]2[CH:31]=[CH:30][CH:29]=[CH:28][CH:27]=2)[C:14]([C:20]2[CH:21]=[CH:22][CH:23]=[CH:24][CH:25]=2)([C:16]([F:19])([F:18])[F:17])[OH:15])[N:3]=1, predict the reactants needed to synthesize it. The reactants are: [CH3:1][C:2]1[CH:11]=[CH:10][C:9]2[C:4](=[CH:5][CH:6]=[CH:7][C:8]=2[N:12]=[C:13]([C:26]2[CH:31]=[CH:30][CH:29]=[CH:28][CH:27]=2)[C:14]([C:20]2[CH:25]=[CH:24][CH:23]=[CH:22][CH:21]=2)([C:16]([F:19])([F:18])[F:17])[OH:15])[N:3]=1.[BH4-].[Na+]. (4) Given the product [NH2:36][C:33]1[N:34]=[CH:35][C:30]([C:16]2[CH:15]=[CH:14][C:13]([CH2:12][C:11]([NH:10][C:7]3[CH:6]=[C:5]([C:1]4([CH3:2])[CH2:3][CH2:4]4)[O:9][N:8]=3)=[O:28])=[CH:18][CH:17]=2)=[CH:31][C:32]=1[F:37], predict the reactants needed to synthesize it. The reactants are: [C:1]([C:5]1[O:9][N:8]=[C:7]([NH:10][C:11](=[O:28])[CH2:12][C:13]2[CH:18]=[CH:17][C:16](B3OC(C)(C)C(C)(C)O3)=[CH:15][CH:14]=2)[CH:6]=1)([CH3:4])([CH3:3])[CH3:2].Br[C:30]1[CH:31]=[C:32]([F:37])[C:33]([NH2:36])=[N:34][CH:35]=1.BrC1C=C(C)C(N)=NC=1. (5) Given the product [C:30]([N:29]([CH3:36])[C@H:26]1[CH2:27][CH2:28][N:24]([CH:16]([C:17]2[CH:18]=[CH:19][C:20]([F:23])=[CH:21][CH:22]=2)[C:15]([N:14]([CH2:13][C:5]2[C:6]3[C:11](=[CH:10][CH:9]=[CH:8][CH:7]=3)[CH:12]=[C:3]([C:1]#[N:2])[C:4]=2[O:39][CH3:40])[CH3:38])=[O:37])[CH2:25]1)(=[O:35])[CH3:31], predict the reactants needed to synthesize it. The reactants are: [C:1]([C:3]1[C:4]([O:39][CH3:40])=[C:5]([CH2:13][N:14]([CH3:38])[C:15](=[O:37])[CH:16]([N:24]2[CH2:28][CH2:27][C@H:26]([N:29]([CH3:36])[C:30](=[O:35])[C:31](F)(F)F)[CH2:25]2)[C:17]2[CH:22]=[CH:21][C:20]([F:23])=[CH:19][CH:18]=2)[C:6]2[C:11]([CH:12]=1)=[CH:10][CH:9]=[CH:8][CH:7]=2)#[N:2].C([O-])([O-])=O.[K+].[K+]. (6) Given the product [C:16]1([C:6]2[C:5]3[C:10](=[CH:11][C:2]([O:1][CH2:25][C:24]4[C:27]([Cl:32])=[CH:28][CH:29]=[C:30]([Cl:31])[C:23]=4[Cl:22])=[CH:3][CH:4]=3)[CH:9]=[C:8]([C:12]([OH:14])=[O:13])[CH:7]=2)[CH:17]=[CH:18][CH:19]=[CH:20][CH:21]=1, predict the reactants needed to synthesize it. The reactants are: [OH:1][C:2]1[CH:11]=[C:10]2[C:5]([C:6]([C:16]3[CH:21]=[CH:20][CH:19]=[CH:18][CH:17]=3)=[CH:7][C:8]([C:12]([O:14]C)=[O:13])=[CH:9]2)=[CH:4][CH:3]=1.[Cl:22][C:23]1[C:30]([Cl:31])=[CH:29][CH:28]=[C:27]([Cl:32])[C:24]=1[CH2:25]Br.C(=O)([O-])[O-].[K+].[K+]. (7) Given the product [Cl:1][C:2]1[CH:7]=[CH:6][CH:5]=[CH:4][C:3]=1/[CH:8]=[N:9]/[NH:10][C:11]([NH:13][C:14](=[O:16])[CH3:15])=[NH:12], predict the reactants needed to synthesize it. The reactants are: [Cl:1][C:2]1[CH:7]=[CH:6][CH:5]=[CH:4][C:3]=1/[CH:8]=[N:9]/[NH:10][C:11]([NH2:13])=[NH:12].[C:14](OC(=O)C)(=[O:16])[CH3:15].ClCCl.CO.O. (8) Given the product [NH2:32][C:26]1[C:25]([C:18]2[CH:17]=[CH:16][C:15]([OH:14])=[CH:20][CH:19]=2)=[CH:30][C:29]([Cl:31])=[CH:28][N:27]=1.[Si:7]([O:14][C:15]1[CH:20]=[CH:19][C:18]([C:25]2[C:26]([NH2:32])=[N:27][CH:28]=[C:29]([Cl:31])[CH:30]=2)=[CH:17][CH:16]=1)([C:10]([CH3:13])([CH3:12])[CH3:11])([CH3:9])[CH3:8], predict the reactants needed to synthesize it. The reactants are: C(=O)([O-])[O-].[Na+].[Na+].[Si:7]([O:14][C:15]1[CH:20]=[CH:19][C:18](B(O)O)=[CH:17][CH:16]=1)([C:10]([CH3:13])([CH3:12])[CH3:11])([CH3:9])[CH3:8].Br[C:25]1[C:26]([NH2:32])=[N:27][CH:28]=[C:29]([Cl:31])[CH:30]=1. (9) Given the product [CH:2]1([C:5]2[N:6]=[CH:7][C:8]([O:11][C@@H:12]3[CH2:22][N:15]4[C:16](=[O:21])[CH2:17][CH2:18][N:19]([S:38]([C:35]5[CH:34]=[CH:33][C:32]([C:31]([F:30])([F:42])[F:43])=[CH:37][CH:36]=5)(=[O:40])=[O:39])[CH2:20][C@H:14]4[CH2:13]3)=[N:9][CH:10]=2)[CH2:4][CH2:3]1, predict the reactants needed to synthesize it. The reactants are: Cl.[CH:2]1([C:5]2[N:6]=[CH:7][C:8]([O:11][C@@H:12]3[CH2:22][N:15]4[C:16](=[O:21])[CH2:17][CH2:18][NH:19][CH2:20][C@H:14]4[CH2:13]3)=[N:9][CH:10]=2)[CH2:4][CH2:3]1.C(N(CC)CC)C.[F:30][C:31]([F:43])([F:42])[C:32]1[CH:37]=[CH:36][C:35]([S:38](Cl)(=[O:40])=[O:39])=[CH:34][CH:33]=1.